From a dataset of NCI-60 drug combinations with 297,098 pairs across 59 cell lines. Regression. Given two drug SMILES strings and cell line genomic features, predict the synergy score measuring deviation from expected non-interaction effect. (1) Drug 1: CCC1=CC2CC(C3=C(CN(C2)C1)C4=CC=CC=C4N3)(C5=C(C=C6C(=C5)C78CCN9C7C(C=CC9)(C(C(C8N6C)(C(=O)OC)O)OC(=O)C)CC)OC)C(=O)OC.C(C(C(=O)O)O)(C(=O)O)O. Drug 2: C1=CN(C(=O)N=C1N)C2C(C(C(O2)CO)O)O.Cl. Cell line: PC-3. Synergy scores: CSS=33.3, Synergy_ZIP=-7.85, Synergy_Bliss=-8.45, Synergy_Loewe=-6.48, Synergy_HSA=-4.07. (2) Drug 1: C1C(C(OC1N2C=C(C(=O)NC2=O)F)CO)O. Cell line: HCT116. Drug 2: CCC1(CC2CC(C3=C(CCN(C2)C1)C4=CC=CC=C4N3)(C5=C(C=C6C(=C5)C78CCN9C7C(C=CC9)(C(C(C8N6C=O)(C(=O)OC)O)OC(=O)C)CC)OC)C(=O)OC)O.OS(=O)(=O)O. Synergy scores: CSS=24.2, Synergy_ZIP=-5.72, Synergy_Bliss=-3.30, Synergy_Loewe=-20.2, Synergy_HSA=-5.50.